Predict which catalyst facilitates the given reaction. From a dataset of Catalyst prediction with 721,799 reactions and 888 catalyst types from USPTO. Reactant: N#N.C[O:4][C:5]([C:7]1[N:8]=[C:9]([CH2:12][C:13]2[CH:18]=[CH:17][CH:16]=[C:15]([C:19](=[O:21])[CH3:20])[CH:14]=2)[O:10][CH:11]=1)=[O:6].[OH-].[Na+]. Product: [C:19]([C:15]1[CH:14]=[C:13]([CH:18]=[CH:17][CH:16]=1)[CH2:12][C:9]1[O:10][CH:11]=[C:7]([C:5]([OH:6])=[O:4])[N:8]=1)(=[O:21])[CH3:20]. The catalyst class is: 295.